From a dataset of Catalyst prediction with 721,799 reactions and 888 catalyst types from USPTO. Predict which catalyst facilitates the given reaction. (1) Reactant: C(O[BH-](OC(=O)C)OC(=O)C)(=O)C.C[N+](C)(C)C.[CH2:19]([O:21][C:22](=[O:32])[CH2:23][CH2:24][C:25]1[CH:30]=[CH:29][C:28]([NH2:31])=[CH:27][CH:26]=1)[CH3:20].[C:33]1([CH2:39][CH:40]=O)[CH:38]=[CH:37][CH:36]=[CH:35][CH:34]=1.[OH-].[NH4+]. Product: [CH2:19]([O:21][C:22](=[O:32])[CH2:23][CH2:24][C:25]1[CH:26]=[CH:27][C:28]([NH:31][CH2:40][CH2:39][C:33]2[CH:38]=[CH:37][CH:36]=[CH:35][CH:34]=2)=[CH:29][CH:30]=1)[CH3:20]. The catalyst class is: 325. (2) Product: [Cl:1][C:2]1[O:6][C:5]([CH:7]([OH:11])[CH2:8][NH:9][CH3:10])=[CH:4][CH:3]=1. The catalyst class is: 8. Reactant: [Cl:1][C:2]1[O:6][C:5]([CH:7]2[O:11][C:10](=O)[N:9](C)[CH2:8]2)=[CH:4][CH:3]=1.[OH-].[K+].[Na+].[Cl-]. (3) Reactant: [CH2:1]1[C@H:5]2[CH2:6][CH2:7][CH2:8][C@H:4]2[CH2:3][NH:2]1.C(=O)([O-])[O-].[Na+].[Na+].[Cl:15][CH2:16][C:17](Cl)=[O:18].O. Product: [Cl:15][CH2:16][C:17]([N:2]1[CH2:3][C@@H:4]2[CH2:8][CH2:7][CH2:6][C@@H:5]2[CH2:1]1)=[O:18]. The catalyst class is: 13. (4) Reactant: [F:1][C:2]1[CH:12]=[CH:11][CH:10]=[C:4]2[C:5]([O:7][C:8](=[O:9])[C:3]=12)=O.[CH2:13]([NH2:17])[CH:14]([CH3:16])[CH3:15].C1(C)C=CC(S(O)(=O)=O)=CC=1. Product: [F:1][C:2]1[CH:12]=[CH:11][CH:10]=[C:4]2[C:5]([N:17]([CH2:13][CH:14]([CH3:16])[CH3:15])[C:8](=[O:9])[C:3]=12)=[O:7]. The catalyst class is: 11. (5) Reactant: [I:1][C:2]1[CH:7]=[CH:6][C:5]([N:8]([CH2:11][C:12](=O)[CH3:13])[CH:9]=O)=[C:4]([O:15][CH3:16])[CH:3]=1.C([O-])(=O)C.[NH4+:21].C(=O)([O-])O.[Na+]. Product: [I:1][C:2]1[CH:7]=[CH:6][C:5]([N:8]2[CH:11]=[C:12]([CH3:13])[N:21]=[CH:9]2)=[C:4]([O:15][CH3:16])[CH:3]=1. The catalyst class is: 86. (6) Reactant: [NH4+:1].[OH-].[Cl:3][C:4]1[N:13]=[C:12](Cl)[C:11]2[C:6](=[CH:7][C:8]([O:18][CH3:19])=[C:9]([O:16][CH3:17])[C:10]=2[Cl:15])[N:5]=1. Product: [Cl:3][C:4]1[N:13]=[C:12]([NH2:1])[C:11]2[C:6](=[CH:7][C:8]([O:18][CH3:19])=[C:9]([O:16][CH3:17])[C:10]=2[Cl:15])[N:5]=1. The catalyst class is: 1. (7) Reactant: Cl.[CH2:2]([CH:6]1[CH2:11][CH2:10][CH2:9][N:8]([CH2:12][C@@H:13]2[CH2:18][CH2:17][CH2:16][CH2:15][C@H:14]2[NH2:19])[CH2:7]1)[CH2:3][CH2:4][CH3:5].[CH3:20][O:21][CH2:22][CH2:23][O:24][C:25]1[CH:33]=[CH:32][C:28]([C:29](O)=[O:30])=[CH:27][CH:26]=1.CN(C(ON1N=NC2C=CC=NC1=2)=[N+](C)C)C.F[P-](F)(F)(F)(F)F.C(N(C(C)C)CC)(C)C. Product: [CH2:2]([CH:6]1[CH2:11][CH2:10][CH2:9][N:8]([CH2:12][C@@H:13]2[CH2:18][CH2:17][CH2:16][CH2:15][C@H:14]2[NH:19][C:29](=[O:30])[C:28]2[CH:27]=[CH:26][C:25]([O:24][CH2:23][CH2:22][O:21][CH3:20])=[CH:33][CH:32]=2)[CH2:7]1)[CH2:3][CH2:4][CH3:5]. The catalyst class is: 3. (8) Reactant: [C:1]([C@@H:5]1[CH2:10][CH2:9][C@H:8]([C:11]2[CH:16]=[CH:15][C:14]([C@H:17]([C:28](=[O:44])[NH:29][C:30]3[CH:35]=[CH:34][C:33]([C:36]4[CH:41]=[CH:40][C:39]([Cl:42])=[CH:38][C:37]=4[CH3:43])=[CH:32][CH:31]=3)[CH2:18][C:19]3[CH:27]=[CH:26][C:22]([C:23]([OH:25])=O)=[CH:21][CH:20]=3)=[CH:13][CH:12]=2)[CH2:7][CH2:6]1)([CH3:4])([CH3:3])[CH3:2].C1C=CC2N(O)N=NC=2C=1.CCN=C=NCCCN(C)C.[NH2:66][CH2:67][CH2:68][S:69]([OH:72])(=[O:71])=[O:70].CCN(C(C)C)C(C)C.Cl. Product: [C:1]([C@@H:5]1[CH2:10][CH2:9][C@H:8]([C:11]2[CH:12]=[CH:13][C:14]([C@H:17]([C:28](=[O:44])[NH:29][C:30]3[CH:35]=[CH:34][C:33]([C:36]4[CH:41]=[CH:40][C:39]([Cl:42])=[CH:38][C:37]=4[CH3:43])=[CH:32][CH:31]=3)[CH2:18][C:19]3[CH:27]=[CH:26][C:22]([C:23]([NH:66][CH2:67][CH2:68][S:69]([OH:72])(=[O:71])=[O:70])=[O:25])=[CH:21][CH:20]=3)=[CH:15][CH:16]=2)[CH2:7][CH2:6]1)([CH3:2])([CH3:4])[CH3:3]. The catalyst class is: 173. (9) Reactant: [NH2:1][C:2]1[CH:3]=[C:4]2[C:9](=[CH:10][CH:11]=1)[N:8]=[CH:7][C:6]([C:12]#[N:13])=[C:5]2[NH:14][C:15]1[CH:20]=[CH:19][C:18]([F:21])=[C:17]([Cl:22])[CH:16]=1.[C:23]([OH:27])(=[O:26])[CH:24]=O.O.[BH3-]C#N.[Na+]. Product: [Cl:22][C:17]1[CH:16]=[C:15]([NH:14][C:5]2[C:4]3[C:9](=[CH:10][CH:11]=[C:2]([NH:1][CH2:24][C:23]([OH:27])=[O:26])[CH:3]=3)[N:8]=[CH:7][C:6]=2[C:12]#[N:13])[CH:20]=[CH:19][C:18]=1[F:21]. The catalyst class is: 36. (10) Reactant: [Br:1][C:2]1[S:6][C:5]([CH3:7])=[N:4][C:3]=1[C:8]([NH2:10])=O.C(N(CC)CC)C.FC(F)(F)C(OC(=O)C(F)(F)F)=O. Product: [Br:1][C:2]1[S:6][C:5]([CH3:7])=[N:4][C:3]=1[C:8]#[N:10]. The catalyst class is: 4.